Dataset: Forward reaction prediction with 1.9M reactions from USPTO patents (1976-2016). Task: Predict the product of the given reaction. (1) Given the reactants [N:1]1([C:6]2[CH:14]=[CH:13][C:9]([C:10]([OH:12])=O)=[CH:8][CH:7]=2)[CH:5]=[N:4][N:3]=[N:2]1.[C:15]([O:19][C:20]([N:22]1[CH2:27][CH2:26][CH:25]([NH:28][CH:29]2[CH2:31][CH2:30]2)[CH2:24][CH2:23]1)=[O:21])([CH3:18])([CH3:17])[CH3:16], predict the reaction product. The product is: [C:15]([O:19][C:20]([N:22]1[CH2:27][CH2:26][CH:25]([N:28]([CH:29]2[CH2:30][CH2:31]2)[C:10](=[O:12])[C:9]2[CH:8]=[CH:7][C:6]([N:1]3[CH:5]=[N:4][N:3]=[N:2]3)=[CH:14][CH:13]=2)[CH2:24][CH2:23]1)=[O:21])([CH3:18])([CH3:16])[CH3:17]. (2) Given the reactants [Na].[O-:2][P:3]1([O:20][P:18]([O-:21])(=[O:19])[O:17]P([O-])(=O)OP([O-])(=O)OP([O-])(=O)[O:8][P:6]([O-:25])(=[O:7])[O:5]1)=[O:4].[Na+:26].[Na+].[Na+].[Na+].[Na+].[Na+].[O-]P(=O)=O.[Na+].[O-:37][P:38]([O:41]P([O:37][P:38]([O-:41])([O-:39])=[O:40])([O-])=O)(=[O:40])[O-:39].[Na+].[Na+].[Na+].[Na+].[Na+], predict the reaction product. The product is: [O-:21][P:18]([O:20][P:3]([O:5][P:6]([O-:25])([O-:8])=[O:7])([O-:4])=[O:2])(=[O:17])[O-:19].[Na+:26].[Na+:26].[Na+:26].[Na+:26].[Na+:26].[P:38](=[O:37])([OH:41])([OH:40])[OH:39]. (3) Given the reactants F[C:2]1[CH:7]=[CH:6][C:5]([CH2:8][OH:9])=[CH:4][C:3]=1[N+:10]([O-:12])=[O:11].C(N(CC)C(C)C)(C)C.CN(C)C=O.[NH2:27][C:28]1[CH:33]=[CH:32][CH:31]=[CH:30][CH:29]=1, predict the reaction product. The product is: [N+:10]([C:3]1[CH:4]=[C:5]([CH2:8][OH:9])[CH:6]=[CH:7][C:2]=1[NH:27][C:28]1[CH:33]=[CH:32][CH:31]=[CH:30][CH:29]=1)([O-:12])=[O:11]. (4) Given the reactants [H-].[Al+3].[Li+].[H-].[H-].[H-].C[O:8][C:9](=O)[C:10]1[CH:15]=[C:14]([Br:16])[C:13]([F:17])=[CH:12][C:11]=1[O:18][CH2:19][C:20]1[CH:25]=[CH:24][CH:23]=[CH:22][CH:21]=1, predict the reaction product. The product is: [CH2:19]([O:18][C:11]1[CH:12]=[C:13]([F:17])[C:14]([Br:16])=[CH:15][C:10]=1[CH2:9][OH:8])[C:20]1[CH:21]=[CH:22][CH:23]=[CH:24][CH:25]=1. (5) Given the reactants [C:1]([O:5][C:6]([N:8]1[CH2:13][CH2:12][CH:11]([CH2:14][CH2:15][O:16][CH2:17][C:18]2[CH:23]=[CH:22][N:21]=[C:20](Br)[CH:19]=2)[CH2:10][CH2:9]1)=[O:7])([CH3:4])([CH3:3])[CH3:2].CCN(CC)CC.[CH3:32][Si:33]([C:36]#[CH:37])([CH3:35])[CH3:34], predict the reaction product. The product is: [C:1]([O:5][C:6]([N:8]1[CH2:13][CH2:12][CH:11]([CH2:14][CH2:15][O:16][CH:17]([C:37]#[C:36][Si:33]([CH3:35])([CH3:34])[CH3:32])[C:18]2[CH:23]=[CH:22][N:21]=[CH:20][CH:19]=2)[CH2:10][CH2:9]1)=[O:7])([CH3:4])([CH3:3])[CH3:2]. (6) Given the reactants [CH3:1][O:2][CH2:3][C:4]#[N:5].Cl.[C:7]1([NH:13][NH2:14])[CH:12]=[CH:11][CH:10]=[CH:9][CH:8]=1.CNN.[C:18](OCC)(=O)[CH3:19], predict the reaction product. The product is: [CH3:1][O:2][C:3]1[C:18]([CH3:19])=[N:14][N:13]([C:7]2[CH:12]=[CH:11][CH:10]=[CH:9][CH:8]=2)[C:4]=1[NH2:5]. (7) Given the reactants C(O[C:9](=O)[NH:10][CH2:11][C@H:12]([NH:18][C:19](=[O:39])[CH2:20][C:21](=[O:38])[NH:22][C:23]1[CH:28]=[C:27]([C:29]([F:32])([F:31])[F:30])[CH:26]=[C:25]([C:33](=[O:37])[N:34]([CH3:36])[CH3:35])[CH:24]=1)[C@@H:13]([OH:17])[C:14]#[C:15][CH3:16])C1C=CC=CC=1.[CH3:41][C:42]1[CH:49]=[C:48]([CH3:50])[CH:47]=[CH:46][C:43]=1C=O.C([BH3-])#N.[Na+], predict the reaction product. The product is: [CH3:41][C:42]1[CH:49]=[C:48]([CH3:50])[CH:47]=[CH:46][C:43]=1[CH2:9][NH:10][CH2:11][C@H:12]([NH:18][C:19](=[O:39])[CH2:20][C:21]([NH:22][C:23]1[CH:28]=[C:27]([C:29]([F:30])([F:32])[F:31])[CH:26]=[C:25]([C:33](=[O:37])[N:34]([CH3:35])[CH3:36])[CH:24]=1)=[O:38])[C@@H:13]([OH:17])[CH2:14][CH2:15][CH3:16].